Predict the reactants needed to synthesize the given product. From a dataset of Retrosynthesis with 50K atom-mapped reactions and 10 reaction types from USPTO. (1) Given the product CC(C)(C)OC(=O)Nc1ccc(-c2cnc(CCCO)nc2)cc1, predict the reactants needed to synthesize it. The reactants are: CC(C)(C)OC(=O)Nc1ccc(-c2cnc(CCCOC3CCCCO3)nc2)cc1. (2) Given the product O=C(CN1CCC(c2ccccc2)(c2ccccc2)C1=O)NC1CCCc2ccccc21, predict the reactants needed to synthesize it. The reactants are: NC1CCCc2ccccc21.O=C(O)CN1CCC(c2ccccc2)(c2ccccc2)C1=O. (3) Given the product CCCCCc1cc(OCCCC(=O)NCCc2ccc(O)cc2)c2c(c1)OC(C)(C)[C@@H]1CC=C(C)C[C@@H]21, predict the reactants needed to synthesize it. The reactants are: CCCCCc1cc(OCCCC(=O)O)c2c(c1)OC(C)(C)[C@@H]1CC=C(C)C[C@@H]21.NCCc1ccc(O)cc1. (4) Given the product Cc1ccc(C(=O)O)cc1-c1ccn2nc(-c3ccc(F)cc3)c(C(=O)N(C)C(=O)OC(C)(C)C)c2c1F, predict the reactants needed to synthesize it. The reactants are: CN(C(=O)OC(C)(C)C)C(=O)c1c(-c2ccc(F)cc2)nn2ccc(Cl)c(F)c12.Cc1ccc(C(=O)O)cc1B1OC(C)(C)C(C)(C)O1. (5) Given the product C[N+]1(CBr)CCCC1, predict the reactants needed to synthesize it. The reactants are: BrCBr.CN1CCCC1. (6) Given the product CCOC(=O)c1cc(-c2csc(-c3ccncc3)n2)c(=O)[nH]c1CCO, predict the reactants needed to synthesize it. The reactants are: CCOC(=O)c1cc(-c2csc(-c3ccncc3)n2)c(=O)[nH]c1CCOCc1ccccc1.